From a dataset of Full USPTO retrosynthesis dataset with 1.9M reactions from patents (1976-2016). Predict the reactants needed to synthesize the given product. (1) Given the product [F:1][C:2]1[CH:7]=[CH:6][CH:5]=[CH:4][C:3]=1[C:8]1[O:12][C:11]([CH2:13][N:14]([CH3:22])[C:15](=[O:21])[O:16][C:17]([CH3:19])([CH3:20])[CH3:18])=[CH:10][C:9]=1[S:41]([C:31]1[CH:36]=[CH:35][CH:34]=[CH:33][CH:32]=1)(=[O:45])=[O:43], predict the reactants needed to synthesize it. The reactants are: [F:1][C:2]1[CH:7]=[CH:6][CH:5]=[CH:4][C:3]=1[C:8]1[O:12][C:11]([CH2:13][N:14]([CH3:22])[C:15](=[O:21])[O:16][C:17]([CH3:20])([CH3:19])[CH3:18])=[CH:10][C:9]=1SC1C=CC=CC=1.Cl[C:31]1[CH:36]=[CH:35][CH:34]=[C:33](C(OO)=O)[CH:32]=1.[S:41]([O-:45])([O-])(=[O:43])=S.[Na+].[Na+]. (2) Given the product [CH2:1]([O:3][C:4]1[CH:5]=[C:6]([CH:18]=[CH:19][C:20]=1[O:21][CH2:22][O:23][CH3:24])[CH:7]=[O:40])[CH3:2], predict the reactants needed to synthesize it. The reactants are: [CH2:1]([O:3][C:4]1[CH:5]=[C:6]([CH:18]=[CH:19][C:20]=1[O:21][CH2:22][O:23][CH3:24])[CH2:7]C(=CN1CCOCC1)C#N)[CH3:2].Cl.NC1C=CC=CC=1.Cl.NC(N)=N.CC[O-:40].[Na+].[Na+].[Cl-]. (3) Given the product [C:1]([C:3]1([C:32]2[CH:37]=[CH:36][CH:35]=[CH:34][N:33]=2)[CH2:8][CH2:7][N:6]([CH2:9][C:10]2[CH:11]=[C:12]([C:21]([NH:23][C@@H:24]3[CH2:29][CH2:28][CH2:27][CH2:26][C@H:25]3[S@:30]([CH3:31])=[O:46])=[O:22])[C:13](=[O:20])[N:14]3[C:19]=2[CH:18]=[CH:17][CH:16]=[CH:15]3)[CH2:5][CH2:4]1)#[N:2], predict the reactants needed to synthesize it. The reactants are: [C:1]([C:3]1([C:32]2[CH:37]=[CH:36][CH:35]=[CH:34][N:33]=2)[CH2:8][CH2:7][N:6]([CH2:9][C:10]2[CH:11]=[C:12]([C:21]([NH:23][C@@H:24]3[CH2:29][CH2:28][CH2:27][CH2:26][C@H:25]3[S:30][CH3:31])=[O:22])[C:13](=[O:20])[N:14]3[C:19]=2[CH:18]=[CH:17][CH:16]=[CH:15]3)[CH2:5][CH2:4]1)#[N:2].C1(C2[O:46]N2S(C2C=CC=CC=2)(=O)=O)C=CC=CC=1. (4) Given the product [Br:5][C:6]1[CH:10]=[N:9][N:8]([CH3:11])[C:7]=1[C:12]1[CH:13]=[C:14]([NH:20][C:29]([NH:28][C:25]2[CH:26]=[CH:27][C:22]([Cl:21])=[CH:23][C:24]=2[C:31]([F:33])([F:32])[F:34])=[O:30])[CH:15]=[CH:16][C:17]=1[O:18][CH3:19], predict the reactants needed to synthesize it. The reactants are: NC(N)=O.[Br:5][C:6]1[CH:10]=[N:9][N:8]([CH3:11])[C:7]=1[C:12]1[CH:13]=[C:14]([NH2:20])[CH:15]=[CH:16][C:17]=1[O:18][CH3:19].[Cl:21][C:22]1[CH:27]=[CH:26][C:25]([N:28]=[C:29]=[O:30])=[C:24]([C:31]([F:34])([F:33])[F:32])[CH:23]=1. (5) The reactants are: [N:1]1[C:10]2[C:5](=[CH:6][C:7]([CH2:11][NH2:12])=[CH:8][CH:9]=2)[CH:4]=[CH:3][CH:2]=1.Br[C:14]1[C:15]([NH2:21])=[N:16][CH:17]=[C:18]([Br:20])[N:19]=1.C(N(CC)CC)C. Given the product [Br:20][C:18]1[N:19]=[C:14]([NH:12][CH2:11][C:7]2[CH:6]=[C:5]3[C:10](=[CH:9][CH:8]=2)[N:1]=[CH:2][CH:3]=[CH:4]3)[C:15]([NH2:21])=[N:16][CH:17]=1, predict the reactants needed to synthesize it. (6) Given the product [Cl:1][C:2]1[N:3]=[CH:4][N:5]([C:7]2[CH:12]=[CH:11][C:10]([NH:13][C:14]3[N:23]=[C:22]([N:24]([CH2:26][CH3:27])[CH3:25])[C:21]4[CH2:20][CH2:19][CH2:18][C@H:17]([C:28]5[CH:29]=[CH:30][CH:31]=[CH:32][CH:33]=5)[C:16]=4[N:15]=3)=[CH:9][C:8]=2[O:34][CH3:35])[CH:6]=1, predict the reactants needed to synthesize it. The reactants are: [Cl:1][C:2]1[N:3]=[CH:4][N:5]([C:7]2[CH:12]=[CH:11][C:10]([NH:13][C:14]3[N:23]=[C:22]([N:24]([CH2:26][CH3:27])[CH3:25])[C:21]4[CH2:20][CH2:19][CH2:18][CH:17]([C:28]5[CH:33]=[CH:32][CH:31]=[CH:30][CH:29]=5)[C:16]=4[N:15]=3)=[CH:9][C:8]=2[O:34][CH3:35])[CH:6]=1. (7) Given the product [OH:36][C:35]1[C:34]2[C:29](=[CH:30][CH:31]=[CH:32][CH:33]=2)[N:28]=[CH:27][C:26]=1[NH:25][C:12](=[O:14])[CH2:11][C:5]1[CH:6]=[CH:7][CH:8]=[CH:9][CH:10]=1, predict the reactants needed to synthesize it. The reactants are: S(Cl)(Cl)=O.[C:5]1([CH2:11][C:12]([OH:14])=O)[CH:10]=[CH:9][CH:8]=[CH:7][CH:6]=1.C1(CC(Cl)=O)C=CC=CC=1.[NH2:25][C:26]1[CH:27]=[N:28][C:29]2[C:34]([C:35]=1[OH:36])=[CH:33][CH:32]=[CH:31][CH:30]=2.